From a dataset of CYP1A2 inhibition data for predicting drug metabolism from PubChem BioAssay. Regression/Classification. Given a drug SMILES string, predict its absorption, distribution, metabolism, or excretion properties. Task type varies by dataset: regression for continuous measurements (e.g., permeability, clearance, half-life) or binary classification for categorical outcomes (e.g., BBB penetration, CYP inhibition). Dataset: cyp1a2_veith. (1) The molecule is CC(C)NC(=O)N1CCC2(CC1)CCN(S(=O)(=O)c1ccccc1)CC2. The result is 0 (non-inhibitor). (2) The drug is Cc1cccnc1NC(=S)NC(=O)c1cccs1. The result is 1 (inhibitor). (3) The compound is CCOc1ccc(S(=O)(=O)NCc2ccc(F)cc2)c2cccnc12. The result is 0 (non-inhibitor).